The task is: Predict which catalyst facilitates the given reaction.. This data is from Catalyst prediction with 721,799 reactions and 888 catalyst types from USPTO. (1) Reactant: [C:1]([CH:9]1[CH2:13][CH:12]([O:14][Si](C(C)(C)C)(C)C)[CH2:11][N:10]1[C:22]([O:24][C:25]([CH3:28])(C)C)=[O:23])(=[O:8])[C:2]1[CH:7]=[CH:6][CH:5]=[CH:4][CH:3]=1.Cl.CO.Cl.O1CCOCC1.C(=O)([O-])O.[Na+].[N+:44]([C:47]1[CH:57]=[CH:56]C(COC(Cl)=O)=[CH:49][CH:48]=1)([O-:46])=[O:45]. The catalyst class is: 38. Product: [C:1]([CH:9]1[CH2:13][CH:12]([OH:14])[CH2:11][N:10]1[C:22]([O:24][CH2:25][C:28]1[CH:56]=[CH:57][C:47]([N+:44]([O-:46])=[O:45])=[CH:48][CH:49]=1)=[O:23])(=[O:8])[C:2]1[CH:3]=[CH:4][CH:5]=[CH:6][CH:7]=1. (2) Reactant: [Cl:1][C:2]1[C:6]([C:7](N(OC)C)=[O:8])=[CH:5][N:4]([CH2:13][C:14]2[CH:19]=[CH:18][C:17]([O:20][CH3:21])=[CH:16][CH:15]=2)[N:3]=1.[CH3:22][Mg]Br.Cl. Product: [Cl:1][C:2]1[C:6]([C:7](=[O:8])[CH3:22])=[CH:5][N:4]([CH2:13][C:14]2[CH:15]=[CH:16][C:17]([O:20][CH3:21])=[CH:18][CH:19]=2)[N:3]=1. The catalyst class is: 1.